Dataset: Merck oncology drug combination screen with 23,052 pairs across 39 cell lines. Task: Regression. Given two drug SMILES strings and cell line genomic features, predict the synergy score measuring deviation from expected non-interaction effect. (1) Drug 1: CN(C)C(=N)N=C(N)N. Cell line: SW837. Drug 2: O=C(CCCCCCC(=O)Nc1ccccc1)NO. Synergy scores: synergy=6.90. (2) Drug 1: CS(=O)(=O)CCNCc1ccc(-c2ccc3ncnc(Nc4ccc(OCc5cccc(F)c5)c(Cl)c4)c3c2)o1. Drug 2: C#Cc1cccc(Nc2ncnc3cc(OCCOC)c(OCCOC)cc23)c1. Cell line: NCIH1650. Synergy scores: synergy=-7.66. (3) Drug 1: C=CCn1c(=O)c2cnc(Nc3ccc(N4CCN(C)CC4)cc3)nc2n1-c1cccc(C(C)(C)O)n1. Drug 2: Cc1nc(Nc2ncc(C(=O)Nc3c(C)cccc3Cl)s2)cc(N2CCN(CCO)CC2)n1. Cell line: KPL1. Synergy scores: synergy=35.7. (4) Drug 1: CS(=O)(=O)CCNCc1ccc(-c2ccc3ncnc(Nc4ccc(OCc5cccc(F)c5)c(Cl)c4)c3c2)o1. Drug 2: O=C(NOCC(O)CO)c1ccc(F)c(F)c1Nc1ccc(I)cc1F. Cell line: A2058. Synergy scores: synergy=44.5. (5) Drug 1: O=P1(N(CCCl)CCCl)NCCCO1. Drug 2: Cn1c(=O)n(-c2ccc(C(C)(C)C#N)cc2)c2c3cc(-c4cnc5ccccc5c4)ccc3ncc21. Cell line: MDAMB436. Synergy scores: synergy=19.5. (6) Drug 1: O=c1[nH]cc(F)c(=O)[nH]1. Drug 2: CCc1cnn2c(NCc3ccc[n+]([O-])c3)cc(N3CCCCC3CCO)nc12. Cell line: A2780. Synergy scores: synergy=-8.16. (7) Cell line: PA1. Drug 1: COc1cccc2c1C(=O)c1c(O)c3c(c(O)c1C2=O)CC(O)(C(=O)CO)CC3OC1CC(N)C(O)C(C)O1. Drug 2: O=C(NOCC(O)CO)c1ccc(F)c(F)c1Nc1ccc(I)cc1F. Synergy scores: synergy=-12.5. (8) Drug 1: O=P1(N(CCCl)CCCl)NCCCO1. Drug 2: CC1(c2nc3c(C(N)=O)cccc3[nH]2)CCCN1. Cell line: A427. Synergy scores: synergy=-11.6. (9) Drug 1: C=CCn1c(=O)c2cnc(Nc3ccc(N4CCN(C)CC4)cc3)nc2n1-c1cccc(C(C)(C)O)n1. Drug 2: Cc1nc(Nc2ncc(C(=O)Nc3c(C)cccc3Cl)s2)cc(N2CCN(CCO)CC2)n1. Cell line: ZR751. Synergy scores: synergy=-24.0. (10) Drug 1: COC12C(COC(N)=O)C3=C(C(=O)C(C)=C(N)C3=O)N1CC1NC12. Drug 2: O=C(CCCCCCC(=O)Nc1ccccc1)NO. Cell line: SKMEL30. Synergy scores: synergy=-7.54.